Dataset: Full USPTO retrosynthesis dataset with 1.9M reactions from patents (1976-2016). Task: Predict the reactants needed to synthesize the given product. (1) Given the product [CH3:17][CH:7]1[CH:6]([CH3:18])[O:5][S:1](=[O:2])[N:9]([C:10]([O:11][C:12]([CH3:14])([CH3:13])[CH3:15])=[O:16])[CH2:8]1, predict the reactants needed to synthesize it. The reactants are: [S:1](Cl)(Cl)=[O:2].[OH:5][CH:6]([CH3:18])[CH:7]([CH3:17])[CH2:8][NH:9][C:10](=[O:16])[O:11][C:12]([CH3:15])([CH3:14])[CH3:13].N1C=CC=CC=1.C(OCC)(=O)C. (2) Given the product [Br:8][C:7]1[C:2]([N:16]2[CH2:17][CH2:18][C:13]3([O:12][CH2:11][CH2:10][O:9]3)[CH2:14][CH2:15]2)=[N:3][CH:4]=[CH:5][CH:6]=1, predict the reactants needed to synthesize it. The reactants are: Cl[C:2]1[C:7]([Br:8])=[CH:6][CH:5]=[CH:4][N:3]=1.[O:9]1[C:13]2([CH2:18][CH2:17][NH:16][CH2:15][CH2:14]2)[O:12][CH2:11][CH2:10]1. (3) Given the product [Br:24][C:7]1[C:2]([Cl:1])=[C:3]([N+:10]([O-:12])=[O:11])[CH:4]=[C:5]([F:9])[C:6]=1[Cl:8], predict the reactants needed to synthesize it. The reactants are: [Cl:1][C:2]1[CH:7]=[C:6]([Cl:8])[C:5]([F:9])=[CH:4][C:3]=1[N+:10]([O-:12])=[O:11].C([O-])(=O)C.BrBr.S(=O)(=O)(O)O.[Br:24]([O-])(=O)=O.[K+].S(=O)(O)[O-].[Na+]. (4) Given the product [C:1]1([CH3:11])[CH:2]=[CH:3][C:4]([S:7]([OH:10])(=[O:8])=[O:9])=[CH:5][CH:6]=1.[C:26]([C:28]1[S:32][C:31]([O:33][C@H:34]2[CH:41]3[CH2:42][N:37]4[CH2:38][CH:39]([CH2:43][CH:35]2[CH2:36]4)[CH2:40]3)=[N:30][N:44]=1)([CH3:25])([CH3:12])[CH3:27], predict the reactants needed to synthesize it. The reactants are: [C:1]1([CH3:11])[CH:6]=[CH:5][C:4]([S:7]([OH:10])(=[O:9])=[O:8])=[CH:3][CH:2]=1.[C:12]1(C)C=CC(S(O)(=O)=O)=CC=1.N1[CH:27]=[C:26]([C:28]2[S:32][C:31]([O:33][C@@H:34]3[CH:41]4[CH2:42][N:37]5[CH2:38][CH:39]([CH2:43][CH:35]3[CH2:36]5)[CH2:40]4)=[N:30]C=2)[CH:25]=N1.[NH3:44]. (5) Given the product [Cl:17][C:14]1[CH:15]=[CH:16][C:2]([Cl:1])=[C:3]2[C:13]=1[CH:7]=[C:6]([OH:12])[N:5]=[CH:4]2, predict the reactants needed to synthesize it. The reactants are: [Cl:1][C:2]1[CH:16]=[CH:15][C:14]([Cl:17])=[CH:13][C:3]=1[CH2:4][NH:5][C:6](=[O:12])[CH:7](OC)OC.C([O-])(O)=O.[Na+].